Dataset: Forward reaction prediction with 1.9M reactions from USPTO patents (1976-2016). Task: Predict the product of the given reaction. (1) Given the reactants [CH3:1][O:2][C:3](=[O:36])[CH2:4][N:5]1[CH2:10][CH2:9][N:8]([CH:11]([C:29]2[CH:34]=[CH:33][C:32](Br)=[CH:31][CH:30]=2)[CH2:12][O:13][CH2:14][C:15]2[CH:20]=[C:19]([C:21]([F:24])([F:23])[F:22])[CH:18]=[C:17]([C:25]([F:28])([F:27])[F:26])[CH:16]=2)[CH2:7][CH2:6]1.CCN(CC)CC.[CH3:44][OH:45].CN([CH:49]=[O:50])C, predict the reaction product. The product is: [CH3:44][O:45][C:49](=[O:50])[C:32]1[CH:33]=[CH:34][C:29]([CH:11]([N:8]2[CH2:9][CH2:10][N:5]([CH2:4][C:3]([O:2][CH3:1])=[O:36])[CH2:6][CH2:7]2)[CH2:12][O:13][CH2:14][C:15]2[CH:20]=[C:19]([C:21]([F:24])([F:23])[F:22])[CH:18]=[C:17]([C:25]([F:28])([F:27])[F:26])[CH:16]=2)=[CH:30][CH:31]=1. (2) Given the reactants [F:1][C:2]([F:13])([F:12])[CH2:3][CH2:4][S:5]([CH2:8][CH2:9][CH2:10]Cl)(=[O:7])=[O:6].[CH2:14]([NH2:16])[CH3:15], predict the reaction product. The product is: [CH2:14]([NH:16][CH2:10][CH2:9][CH2:8][S:5]([CH2:4][CH2:3][C:2]([F:13])([F:12])[F:1])(=[O:7])=[O:6])[CH3:15]. (3) Given the reactants N(C(C)C)C(C)C.C([Li])CCC.[CH3:13][Si:14]([CH3:57])([CH3:56])[CH2:15][CH2:16][O:17][CH2:18][O:19][C:20]1[CH:25]=[C:24]([O:26][CH2:27][O:28][CH2:29][CH2:30][Si:31]([CH3:34])([CH3:33])[CH3:32])[CH:23]=[CH:22][C:21]=1[C:35]1[C:36](=[O:55])[O:37][C:38]2[C:43]([C:44]=1[CH3:45])=[CH:42][CH:41]=[C:40]([O:46][CH2:47][O:48][CH2:49][CH2:50][Si:51]([CH3:54])([CH3:53])[CH3:52])[CH:39]=2.[Br:58]Br.C([O-])(O)=O.[Na+].[O-]S([O-])=O.[Na+].[Na+], predict the reaction product. The product is: [CH3:57][Si:14]([CH3:56])([CH3:13])[CH2:15][CH2:16][O:17][CH2:18][O:19][C:20]1[CH:25]=[C:24]([O:26][CH2:27][O:28][CH2:29][CH2:30][Si:31]([CH3:32])([CH3:33])[CH3:34])[CH:23]=[CH:22][C:21]=1[C:35]1[C:36](=[O:55])[O:37][C:38]2[C:43]([C:44]=1[CH2:45][Br:58])=[CH:42][CH:41]=[C:40]([O:46][CH2:47][O:48][CH2:49][CH2:50][Si:51]([CH3:54])([CH3:53])[CH3:52])[CH:39]=2. (4) The product is: [CH3:17][O:3][C:4]1[CH:5]=[C:6]([CH:11]=[C:12]([N+:14]([O-:16])=[O:15])[CH:13]=1)[C:7]([O:9][CH3:10])=[O:8]. Given the reactants CI.[OH:3][C:4]1[CH:5]=[C:6]([CH:11]=[C:12]([N+:14]([O-:16])=[O:15])[CH:13]=1)[C:7]([O:9][CH3:10])=[O:8].[C:17](=O)([O-])[O-].[K+].[K+], predict the reaction product. (5) Given the reactants C(=O)([O-])[O-].[K+].[K+].[C:7]1([C:13]2[CH:20]=[CH:19][C:16]([CH2:17]Cl)=[CH:15][CH:14]=2)[CH:12]=[CH:11][CH:10]=[CH:9][CH:8]=1.[OH:21][C:22]1[CH:27]=[CH:26][C:25]([CH2:28][C:29]([O:31]CC)=[O:30])=[CH:24][CH:23]=1.O, predict the reaction product. The product is: [C:13]1([C:7]2[CH:12]=[CH:11][CH:10]=[CH:9][CH:8]=2)[CH:20]=[CH:19][C:16]([CH2:17][O:21][C:22]2[CH:23]=[CH:24][C:25]([CH2:28][C:29]([OH:31])=[O:30])=[CH:26][CH:27]=2)=[CH:15][CH:14]=1.